Dataset: Forward reaction prediction with 1.9M reactions from USPTO patents (1976-2016). Task: Predict the product of the given reaction. (1) Given the reactants [CH3:1][O:2][C:3]1[CH:4]=[C:5]([C:13]2[CH:18]=[CH:17][C:16]([N:19]([CH3:43])[CH2:20][CH2:21][CH2:22][N:23]([C:25]3[CH:26]=[CH:27][C:28]([C:31]4[CH:36]=[C:35]([O:37][CH3:38])[C:34]([O:39][CH3:40])=[C:33]([O:41][CH3:42])[CH:32]=4)=[N:29][CH:30]=3)[CH3:24])=[CH:15][N:14]=2)[CH:6]=[C:7]([O:11][CH3:12])[C:8]=1[O:9][CH3:10].[CH3:44][S:45]([OH:48])(=[O:47])=[O:46], predict the reaction product. The product is: [CH3:44][S:45]([OH:48])(=[O:47])=[O:46].[CH3:44][S:45]([OH:48])(=[O:47])=[O:46].[CH3:12][O:11][C:7]1[CH:6]=[C:5]([C:13]2[CH:18]=[CH:17][C:16]([N:19]([CH3:43])[CH2:20][CH2:21][CH2:22][N:23]([C:25]3[CH:26]=[CH:27][C:28]([C:31]4[CH:32]=[C:33]([O:41][CH3:42])[C:34]([O:39][CH3:40])=[C:35]([O:37][CH3:38])[CH:36]=4)=[N:29][CH:30]=3)[CH3:24])=[CH:15][N:14]=2)[CH:4]=[C:3]([O:2][CH3:1])[C:8]=1[O:9][CH3:10]. (2) Given the reactants [CH3:1][O:2][C:3]1[C:4]([NH:15][C:16](=[O:20])OCC)=[N:5][C:6]2[C:11]([N:12]=1)=[CH:10][C:9]([O:13][CH3:14])=[CH:8][CH:7]=2.[CH3:21][O:22][C:23]1[CH:28]=[CH:27][C:26]([N:29]2[CH2:34][CH2:33][NH:32][CH2:31][CH2:30]2)=[CH:25][CH:24]=1, predict the reaction product. The product is: [CH3:1][O:2][C:3]1[C:4]([NH:15][C:16]([N:32]2[CH2:31][CH2:30][N:29]([C:26]3[CH:25]=[CH:24][C:23]([O:22][CH3:21])=[CH:28][CH:27]=3)[CH2:34][CH2:33]2)=[O:20])=[N:5][C:6]2[C:11]([N:12]=1)=[CH:10][C:9]([O:13][CH3:14])=[CH:8][CH:7]=2. (3) The product is: [CH3:9][O:8][C:6]1[CH:7]=[C:2]2[C:3]([CH:10]=[CH:11][C:12](=[O:14])[NH:1]2)=[CH:4][CH:5]=1. Given the reactants [NH2:1][C:2]1[CH:7]=[C:6]([O:8][CH3:9])[CH:5]=[CH:4][C:3]=1/[CH:10]=[CH:11]/[C:12]([O:14]C)=O, predict the reaction product. (4) Given the reactants [CH:1]([NH:4][CH:5]([CH3:7])[CH3:6])([CH3:3])C.[Li][CH2:9]CCC.C(OCC(F)(F)F)(=O)C.[C:22](O[C:22]([O:24][C:25]([CH3:28])([CH3:27])[CH3:26])=[O:23])([O:24][C:25]([CH3:28])([CH3:27])[CH3:26])=[O:23], predict the reaction product. The product is: [N:4]1[CH:1]=[CH:3][CH:9]=[CH:7][C:5]=1[CH2:6][C:22]([O:24][C:25]([CH3:28])([CH3:27])[CH3:26])=[O:23]. (5) Given the reactants [Cl:1][C:2]1[N:3]=[N:4][C:5](Cl)=[CH:6][CH:7]=1.Cl.[OH:10][CH:11]1[CH2:14][NH:13][CH2:12]1.[OH-].[Na+], predict the reaction product. The product is: [Cl:1][C:2]1[N:3]=[N:4][C:5]([N:13]2[CH2:14][CH:11]([OH:10])[CH2:12]2)=[CH:6][CH:7]=1. (6) Given the reactants [C:1]([O:5][C:6](=[O:19])[NH:7][C:8]1[CH:13]=[C:12]([N:14]([CH3:16])[CH3:15])[C:11]([Cl:17])=[CH:10][C:9]=1[NH2:18])([CH3:4])([CH3:3])[CH3:2].C([O:24][C:25](=O)[CH2:26][C:27](=[O:39])[C:28]1[CH:33]=[CH:32][CH:31]=[C:30]([N:34]2[CH:38]=[CH:37][CH:36]=[N:35]2)[CH:29]=1)(C)(C)C, predict the reaction product. The product is: [C:1]([O:5][C:6](=[O:19])[NH:7][C:8]1[CH:13]=[C:12]([N:14]([CH3:16])[CH3:15])[C:11]([Cl:17])=[CH:10][C:9]=1[NH:18][C:25](=[O:24])[CH2:26][C:27](=[O:39])[C:28]1[CH:33]=[CH:32][CH:31]=[C:30]([N:34]2[CH:38]=[CH:37][CH:36]=[N:35]2)[CH:29]=1)([CH3:4])([CH3:2])[CH3:3]. (7) Given the reactants CN(C(ON1N=NC2C=CC=NC1=2)=[N+](C)C)C.F[P-](F)(F)(F)(F)F.C(N(CC)CC)C.[NH2:32][CH:33]1[CH2:40][C@H:39]2[N:41]([C:42]([O:44][C:45]([CH3:48])([CH3:47])[CH3:46])=[O:43])[C@H:35]([CH2:36][CH2:37][CH2:38]2)[CH2:34]1.Cl.[C:50]([CH2:53][C@@H:54]1[N:60]=[C:59]([C:61]2[CH:66]=[CH:65][C:64]([Cl:67])=[CH:63][CH:62]=2)[C:58]2[C:68]([CH3:72])=[C:69]([CH3:71])[S:70][C:57]=2[N:56]2[C:73]([CH3:76])=[NH+:74][N:75]=[C:55]12)(O)=[O:51], predict the reaction product. The product is: [C:45]([O:44][C:42]([N:41]1[C@H:39]2[CH2:38][CH2:37][CH2:36][C@@H:35]1[CH2:34][CH:33]([NH:32][C:50](=[O:51])[CH2:53][C@@H:54]1[N:60]=[C:59]([C:61]3[CH:66]=[CH:65][C:64]([Cl:67])=[CH:63][CH:62]=3)[C:58]3[C:68]([CH3:72])=[C:69]([CH3:71])[S:70][C:57]=3[N:56]3[C:73]([CH3:76])=[N:74][N:75]=[C:55]13)[CH2:40]2)=[O:43])([CH3:48])([CH3:47])[CH3:46]. (8) Given the reactants [O:1]1[CH2:5][CH2:4][CH2:3][N:2]1[C:6]1[CH:11]=[C:10]([Cl:12])[C:9]([S:13]([NH2:16])(=[O:15])=[O:14])=[C:8]([OH:17])[C:7]=1[N+:18]([O-])=O.[H][H], predict the reaction product. The product is: [O:1]1[CH2:5][CH2:4][CH2:3][N:2]1[C:6]1[CH:11]=[C:10]([Cl:12])[C:9]([S:13]([NH2:16])(=[O:14])=[O:15])=[C:8]([OH:17])[C:7]=1[NH2:18].